Dataset: Full USPTO retrosynthesis dataset with 1.9M reactions from patents (1976-2016). Task: Predict the reactants needed to synthesize the given product. (1) Given the product [CH2:1]([N:8]1[CH2:9][C:10]2[CH:15]=[CH:14][CH:13]=[CH:12][C:11]=2[O:16][CH2:18][C:19]1=[O:20])[C:2]1[CH:3]=[CH:4][CH:5]=[CH:6][CH:7]=1, predict the reactants needed to synthesize it. The reactants are: [CH2:1]([NH:8][CH2:9][C:10]1[CH:15]=[CH:14][CH:13]=[CH:12][C:11]=1[OH:16])[C:2]1[CH:7]=[CH:6][CH:5]=[CH:4][CH:3]=1.Cl[CH2:18][C:19](Cl)=[O:20].CN(C)C=O.[H-].[Na+]. (2) Given the product [Cl:20][C:6]1[CH:5]=[N:4][CH:3]=[C:2]([Cl:1])[C:7]=1[S:8][C:9]1[S:13][C:12]([C:14]([NH:30][CH:25]2[CH2:24][C:23]([CH3:31])([CH3:32])[N:22]([CH3:21])[C:27]([CH3:29])([CH3:28])[CH2:26]2)=[O:16])=[CH:11][C:10]=1[N+:17]([O-:19])=[O:18], predict the reactants needed to synthesize it. The reactants are: [Cl:1][C:2]1[CH:3]=[N:4][CH:5]=[C:6]([Cl:20])[C:7]=1[S:8][C:9]1[S:13][C:12]([C:14]([OH:16])=O)=[CH:11][C:10]=1[N+:17]([O-:19])=[O:18].[CH3:21][N:22]1[C:27]([CH3:29])([CH3:28])[CH2:26][CH:25]([NH2:30])[CH2:24][C:23]1([CH3:32])[CH3:31]. (3) Given the product [C:16]1([C:22]2[CH:27]=[CH:26][N:25]=[C:24]([N:28]3[CH2:33][CH2:32][N:31]([C:8]([NH:7][C:3]4[CH:2]=[N:1][CH:6]=[CH:5][CH:4]=4)=[O:15])[CH2:30][CH2:29]3)[CH:23]=2)[CH:17]=[CH:18][CH:19]=[CH:20][CH:21]=1, predict the reactants needed to synthesize it. The reactants are: [N:1]1[CH:6]=[CH:5][CH:4]=[C:3]([NH:7][C:8](=[O:15])OCC(Cl)(Cl)Cl)[CH:2]=1.[C:16]1([C:22]2[CH:27]=[CH:26][N:25]=[C:24]([N:28]3[CH2:33][CH2:32][NH:31][CH2:30][CH2:29]3)[CH:23]=2)[CH:21]=[CH:20][CH:19]=[CH:18][CH:17]=1.C(N(C(C)C)CC)(C)C.CS(C)=O. (4) The reactants are: [CH3:1][O:2][C:3]1[C:11]2[N:10]=[C:9]([CH2:12][O:13][CH3:14])[NH:8][C:7]=2[CH:6]=[CH:5][CH:4]=1.Br[CH2:16][C:17]1[CH:36]=[CH:35][C:20]2/[C:21](=[C:31](/[CH3:34])\[C:32]#[N:33])/[C:22]3[CH:29]=[CH:28][C:27]([F:30])=[CH:26][C:23]=3[O:24][CH2:25][C:19]=2[CH:18]=1. Given the product [F:30][C:27]1[CH:28]=[CH:29][C:22]2=[C:23]([CH:26]=1)[O:24][CH2:25][C:19]1[CH:18]=[C:17]([CH2:16][N:8]3[C:7]4[CH:6]=[CH:5][CH:4]=[C:3]([O:2][CH3:1])[C:11]=4[N:10]=[C:9]3[CH2:12][O:13][CH3:14])[CH:36]=[CH:35][C:20]=1/[C:21]/2=[C:31](/[CH3:34])\[C:32]#[N:33], predict the reactants needed to synthesize it. (5) Given the product [C:14]([O:1][C:2]1[CH:3]=[C:4]([CH:12]=[O:13])[C:5]2[C:10](=[CH:9][CH:8]=[CH:7][CH:6]=2)[CH:11]=1)(=[O:16])[CH3:15], predict the reactants needed to synthesize it. The reactants are: [OH:1][C:2]1[CH:3]=[C:4]([CH:12]=[O:13])[C:5]2[C:10]([CH:11]=1)=[CH:9][CH:8]=[CH:7][CH:6]=2.[C:14](OC(=O)C)(=[O:16])[CH3:15].